This data is from Forward reaction prediction with 1.9M reactions from USPTO patents (1976-2016). The task is: Predict the product of the given reaction. (1) Given the reactants [F:1][C:2]1[CH:36]=[CH:35][C:5]([CH2:6][C:7]2[CH:16]=[C:15]3[C:10]([C:11]([OH:34])=[C:12]([C:29](OCC)=[O:30])[C:13](=[O:28])[N:14]3[CH2:17][C:18]3[CH:23]=[CH:22][C:21]([S:24]([CH3:27])(=[O:26])=[O:25])=[CH:20][CH:19]=3)=[N:9][CH:8]=2)=[CH:4][CH:3]=1.[NH2:37][CH2:38][C:39]1[CH:40]=[N:41][CH:42]=[CH:43][CH:44]=1, predict the reaction product. The product is: [F:1][C:2]1[CH:36]=[CH:35][C:5]([CH2:6][C:7]2[CH:16]=[C:15]3[C:10]([C:11]([OH:34])=[C:12]([C:29]([NH:37][CH2:38][C:39]4[CH:40]=[N:41][CH:42]=[CH:43][CH:44]=4)=[O:30])[C:13](=[O:28])[N:14]3[CH2:17][C:18]3[CH:23]=[CH:22][C:21]([S:24]([CH3:27])(=[O:25])=[O:26])=[CH:20][CH:19]=3)=[N:9][CH:8]=2)=[CH:4][CH:3]=1. (2) Given the reactants Cl[CH2:2][C:3]1[CH:8]=[CH:7][CH:6]=[C:5]([O:9][CH3:10])[N:4]=1.[CH2:11]([NH2:13])[CH3:12].C1COCC1, predict the reaction product. The product is: [CH2:11]([NH:13][CH2:2][C:3]1[CH:8]=[CH:7][CH:6]=[C:5]([O:9][CH3:10])[N:4]=1)[CH3:12]. (3) Given the reactants [NH2:1][C:2]1[C:7]([CH:8]=[O:9])=[CH:6][N:5]=[C:4]([S:10][CH3:11])[N:3]=1.[CH3:12][Mg]Br.C(OCC)C.[Br-], predict the reaction product. The product is: [NH2:1][C:2]1[C:7]([CH:8]([OH:9])[CH3:12])=[CH:6][N:5]=[C:4]([S:10][CH3:11])[N:3]=1. (4) Given the reactants [CH3:1][O:2][C:3](=[O:24])[CH2:4][CH:5]1[CH2:10][CH2:9][CH:8]([C:11]2[CH:16]=[CH:15][C:14]([C:17]3[CH:22]=[CH:21][C:20]([NH2:23])=[CH:19][N:18]=3)=[CH:13][CH:12]=2)[CH2:7][CH2:6]1.N1C=CC=CC=1.[F:31][C:32]([F:44])([F:43])[C:33]1[CH:38]=[CH:37][C:36]([S:39](Cl)(=[O:41])=[O:40])=[CH:35][CH:34]=1, predict the reaction product. The product is: [CH3:1][O:2][C:3](=[O:24])[CH2:4][CH:5]1[CH2:10][CH2:9][CH:8]([C:11]2[CH:16]=[CH:15][C:14]([C:17]3[CH:22]=[CH:21][C:20]([NH:23][S:39]([C:36]4[CH:35]=[CH:34][C:33]([C:32]([F:31])([F:43])[F:44])=[CH:38][CH:37]=4)(=[O:41])=[O:40])=[CH:19][N:18]=3)=[CH:13][CH:12]=2)[CH2:7][CH2:6]1.